Dataset: Experimentally validated miRNA-target interactions with 360,000+ pairs, plus equal number of negative samples. Task: Binary Classification. Given a miRNA mature sequence and a target amino acid sequence, predict their likelihood of interaction. (1) The miRNA is hsa-miR-616-5p with sequence ACUCAAAACCCUUCAGUGACUU. The protein sequence of the target gene is MALLAEHLLKPLPADKQIETGPFLEAVSHLPPFFDCLGSPVFTPIKADISGNITKIKAVYDTNPAKFRTLQNILEVEKEMYGAEWPKVGATLALMWLKRGLRFIQVFLQSICDGERDENHPNLIRVNATKAYEMALKKYHGWIVQKIFQAALYAAPYKSDFLKALSKGQNVTEEECLEKIRLFLVNYTATIDVIYEMYTQMNAELNYKV. Result: 1 (interaction). (2) The miRNA is hsa-miR-6832-3p with sequence ACCCUUUUUCUCUUUCCCAG. The protein sequence of the target gene is MRAQGRGRLPRRLLLLLALWVQAARPMGYFELQLSALRNVNGELLSGACCDGDGRTTRAGGCGHDECDTYVRVCLKEYQAKVTPTGPCSYGHGATPVLGGNSFYLPPAGAAGDRARARARAGGDQDPGLVVIPFQFAWPRSFTLIVEAWDWDNDTTPNEELLIERVSHAGMINPEDRWKSLHFSGHVAHLELQIRVRCDENYYSATCNKFCRPRNDFFGHYTCDQYGNKACMDGWMGKECKEAVCKQGCNLLHGGCTVPGECRCSYGWQGRFCDECVPYPGCVHGSCVEPWQCNCETNWG.... Result: 1 (interaction). (3) The miRNA is hsa-miR-302a-3p with sequence UAAGUGCUUCCAUGUUUUGGUGA. The protein sequence of the target gene is MEPPSEPEPEPQPLAEASAAAPLRAPEVARLREEQEKVVTNCQEKIQHWEKVDNDYSALQERLRTLPDKLSYDVMVPFGPLAFMPGKLVHTNEVTVLLGDNWFAKCSAKQAVGLVEHRKEHVRKTIDDFKKVLKNFESRVEFTEDLQKMSDAAGDFVDIREEIKSDFEFKGKQRIAHKPHSKPKTSDIFEADFENGVKPKNTFDADELWARLEELERQEELLGELESKPDTVIANGEDRVSSEEEKEGADTGVNVVSPVTDSSAASSCKRRAGNAGLPNGQVNSLNYSVNGSNSYHSNKD.... Result: 0 (no interaction). (4) The miRNA is hsa-miR-2276-5p with sequence GCCCUCUGUCACCUUGCAGACG. The protein sequence of the target gene is MELTPGAQQQGINYQELTSGWQDVKSMMLVPEPTRKFPSGPLLTSVRFSNLSPESQQQDVKSLEFTVEPKLQSVKHVKLSSVSLQQTIKSVELAPGSLPQRVKYGEQTPRTNYQIMESSELIPRPGHQFAKYAEMIPQPKYQIPKSANLISIPIYHATESSEMAQGLAYKGIDTVEKSVGLTPKLTGRAKESLGMLLQPDLQVPKFVDLTPMVRDQGSKFLGLTPEKSYQILETMELLSQSRPRVKDVGELYMKPLQQTVEYEGITPELKHYFTEAMGLTAEARIQANEFFGMTPKPTSQ.... Result: 0 (no interaction). (5) The miRNA is hsa-miR-4739 with sequence AAGGGAGGAGGAGCGGAGGGGCCCU. The protein sequence of the target gene is MVGEEKMSLRNRLSKSRENPEEDEDQRNPAKESLETPSNGRIDIKQLIAKKIKLTAEAEELKPFFMKEVGSHFDDFVTNLIEKSASLDNGGCALTTFSVLEGEKNNHRAKDLRAPPEQGKIFIARRSLLDELLEVDHIRTIYHMFIALLILFILSTLVVDYIDEGRLVLEFSLLSYAFGKFPTVVWTWWIMFLSTFSVPYFLFQHWATGYSKSSHPLIRSLFHGFLFMIFQIGVLGFGPTYVVLAYTLPPASRFIIIFEQIRFVMKAHSFVRENVPRVLNSAKEKSSTVPIPTVNQYLYF.... Result: 1 (interaction).